From a dataset of Acute oral toxicity (LD50) regression data from Zhu et al.. Regression/Classification. Given a drug SMILES string, predict its toxicity properties. Task type varies by dataset: regression for continuous values (e.g., LD50, hERG inhibition percentage) or binary classification for toxic/non-toxic outcomes (e.g., AMES mutagenicity, cardiotoxicity, hepatotoxicity). Dataset: ld50_zhu. (1) The drug is CCOC(=O)C(O)(c1ccc(Cl)cc1)c1ccc(Cl)cc1. The rat oral LD50 is 2.67, given as -log10 of the dose in mol/kg body weight (higher means more acutely toxic). (2) The molecule is C=CC(=O)OCCCOCC. The rat oral LD50 is 2.29, given as -log10 of the dose in mol/kg body weight (higher means more acutely toxic). (3) The drug is COC(=O)C=Cc1ccccc1. The rat oral LD50 is 1.79, given as -log10 of the dose in mol/kg body weight (higher means more acutely toxic). (4) The compound is CCOP(=O)(N=c1scc(CO)s1)OCC. The rat oral LD50 is 3.24, given as -log10 of the dose in mol/kg body weight (higher means more acutely toxic).